Task: Predict the reaction yield, written as a fraction of the theoretical maximum amount of product (1.0 means a 100% yield; for example, 0.34 means a 34% yield).. Dataset: Reaction yield outcomes from USPTO patents with 853,638 reactions No catalyst specified. The product is [F:45][C:46]1[CH:47]=[CH:48][C:49]([C:52]2[N:12]=[C:11]([C:14]([N:16]3[CH2:21][C@H:20]([CH2:22][CH2:23][CH3:25])[NH:19][C:18](=[O:26])[C@@H:17]3[CH2:27][CH:28]([CH3:29])[CH3:30])=[O:15])[O:44][N:53]=2)=[CH:50][CH:51]=1. The reactants are FC1C=C(C2O[N:12]=[C:11]([C:14]([N:16]3[CH2:21][C@H:20]([CH2:22][CH:23]([CH3:25])C)[NH:19][C:18](=[O:26])[C@@H:17]3[CH2:27][CH:28]([CH3:30])[CH3:29])=[O:15])C=2)C=CC=1F.C([C@@H]1NC[C@H](CCC)NC1=[O:44])C(C)C.[F:45][C:46]1[CH:51]=[CH:50][C:49]([C:52]2ON=C(C(O)=O)[N:53]=2)=[CH:48][CH:47]=1. The yield is 0.0180.